From a dataset of Full USPTO retrosynthesis dataset with 1.9M reactions from patents (1976-2016). Predict the reactants needed to synthesize the given product. Given the product [CH:1]1([CH:7]([NH:32][CH:33]=[O:34])[CH:8]([C:25]2[CH:30]=[CH:29][CH:28]=[CH:27][C:26]=2[F:31])[CH2:9][CH2:10][N:11]2[CH2:12][CH2:13][N:14]([C:17]3[C:18]4[O:23][CH2:24][CH2:35][O:36][C:19]=4[CH:20]=[CH:21][CH:22]=3)[CH2:15][CH2:16]2)[CH2:2][CH2:3][CH2:4][CH2:5][CH2:6]1, predict the reactants needed to synthesize it. The reactants are: [CH:1]1([CH:7]([NH:32][CH:33]=[O:34])[CH:8]([C:25]2[CH:30]=[CH:29][CH:28]=[CH:27][C:26]=2[F:31])[CH2:9][CH2:10][N:11]2[CH2:16][CH2:15][N:14]([C:17]3[CH:22]=[CH:21][CH:20]=[CH:19][C:18]=3[O:23][CH3:24])[CH2:13][CH2:12]2)[CH2:6][CH2:5][CH2:4][CH2:3][CH2:2]1.[C:35]([O-])([O-])=[O:36].[K+].[K+].